This data is from Full USPTO retrosynthesis dataset with 1.9M reactions from patents (1976-2016). The task is: Predict the reactants needed to synthesize the given product. (1) Given the product [NH2:22][C:20]1[C:19]([O:25][CH2:26][CH:27]([CH2:32][CH3:33])[CH2:28][CH2:29][CH2:30][CH3:31])=[CH:18][C:7](/[CH:8]=[CH:9]/[C:10]2[CH:17]=[CH:16][C:13]([C:14]#[N:15])=[CH:12][CH:11]=2)=[C:6]([O:5][CH2:4][CH:3]([CH2:1][CH3:2])[CH2:34][CH2:35][CH2:36][CH3:37])[CH:21]=1, predict the reactants needed to synthesize it. The reactants are: [CH2:1]([CH:3]([CH2:34][CH2:35][CH2:36][CH3:37])[CH2:4][O:5][C:6]1[CH:21]=[C:20]([N+:22]([O-])=O)[C:19]([O:25][CH2:26][CH:27]([CH2:32][CH3:33])[CH2:28][CH2:29][CH2:30][CH3:31])=[CH:18][C:7]=1/[CH:8]=[CH:9]/[C:10]1[CH:17]=[CH:16][C:13]([C:14]#[N:15])=[CH:12][CH:11]=1)[CH3:2].[Sn](Cl)Cl. (2) Given the product [OH:27][C@@H:28]1[CH2:29][CH2:30][C@:31]([OH:49])([CH3:56])[C@@H:32]([OH:47])[CH:33]=[CH:34][C@H:35]([CH3:46])[C@@H:36](/[C:41](/[CH3:45])=[CH:42]/[CH:43]=[CH2:44])[O:37][C:38](=[O:40])[CH2:39]1, predict the reactants needed to synthesize it. The reactants are: C1(C)C=CC(S([O-])(=O)=O)=CC=1.[NH+]1C=CC=CC=1.CO.[Si]([O:27][C@H:28]1[CH2:39][C:38](=[O:40])[O:37][C@H:36](/[C:41](/[CH3:45])=[CH:42]/[CH:43]=[CH2:44])[C@@H:35]([CH3:46])[CH:34]=[CH:33][C@@H:32]2[O:47][C@H](C3C=CC=CC=3)[O:49][C@:31]2([CH3:56])[CH2:30][CH2:29]1)(C(C)(C)C)(C)C.O.